This data is from Full USPTO retrosynthesis dataset with 1.9M reactions from patents (1976-2016). The task is: Predict the reactants needed to synthesize the given product. (1) Given the product [CH3:28][O:27][C:24]1[CH:23]=[CH:22][C:21]([CH2:20][N:14]2[CH2:15][C@H:16]([CH3:19])[NH:17][CH2:18][C@H:13]2[CH2:11][CH2:12][CH3:2])=[CH:26][CH:25]=1, predict the reactants needed to synthesize it. The reactants are: Cl.[CH3:2]OC(=O)[C@H](N)CCC.[CH2:11]([C@@H:13]1[CH2:18][NH:17][C@@H:16]([CH3:19])[CH2:15][N:14]1[CH2:20][C:21]1[CH:26]=[CH:25][C:24]([O:27][CH3:28])=[CH:23][CH:22]=1)[CH3:12]. (2) The reactants are: Cl[C:2]1[CH:7]=[C:6]([C:8]2[CH:13]=[C:12]([Cl:14])[CH:11]=[CH:10][C:9]=2[CH3:15])[N:5]=[C:4]([NH2:16])[N:3]=1.[NH:17]1[C:25]2[C:20](=[CH:21][CH:22]=[C:23]([NH2:26])[CH:24]=2)[CH:19]=[N:18]1. Given the product [Cl:14][C:12]1[CH:11]=[CH:10][C:9]([CH3:15])=[C:8]([C:6]2[N:5]=[C:4]([NH2:16])[N:3]=[C:2]([NH:26][C:23]3[CH:24]=[C:25]4[C:20]([CH:19]=[N:18][NH:17]4)=[CH:21][CH:22]=3)[CH:7]=2)[CH:13]=1, predict the reactants needed to synthesize it. (3) Given the product [F:63][C:58]1[CH:59]=[CH:60][CH:61]=[CH:62][C:57]=1[NH:54][C:55](=[O:56])[NH:32][C:33]1[CH:34]=[CH:35][C:36]([C:39]2[S:43][C:42]([CH:44]3[CH2:45][CH2:46][CH:47]([C:50]([O:52][CH3:53])=[O:51])[CH2:48][CH2:49]3)=[N:41][CH:40]=2)=[CH:37][CH:38]=1, predict the reactants needed to synthesize it. The reactants are: FC(F)(F)C1C=C(NC(=O)NC2C=CC(C3SC(CCC(OC)=O)=NC=3)=CC=2)C=CC=1.[NH2:32][C:33]1[CH:38]=[CH:37][C:36]([C:39]2[S:43][C:42]([CH:44]3[CH2:49][CH2:48][CH:47]([C:50]([O:52][CH3:53])=[O:51])[CH2:46][CH2:45]3)=[N:41][CH:40]=2)=[CH:35][CH:34]=1.[N:54]([C:57]1[CH:62]=[CH:61][CH:60]=[CH:59][C:58]=1[F:63])=[C:55]=[O:56]. (4) Given the product [Cl:16][C:12]1[CH:11]=[C:10]([C@@H:8]2[C@@H:7]([C:17]3[CH:22]=[CH:21][C:20]([Cl:23])=[CH:19][CH:18]=3)[N:6]([C@@H:24]([CH2:28][CH3:29])[C:25](=[O:27])[CH3:26])[C:5](=[O:30])[C@:4]([CH2:37][C:35]([OH:34])=[O:36])([CH3:1])[CH2:9]2)[CH:15]=[CH:14][CH:13]=1, predict the reactants needed to synthesize it. The reactants are: [CH2:1]([C@@:4]1(C)[CH2:9][C@H:8]([C:10]2[CH:15]=[CH:14][CH:13]=[C:12]([Cl:16])[CH:11]=2)[C@@H:7]([C:17]2[CH:22]=[CH:21][C:20]([Cl:23])=[CH:19][CH:18]=2)[N:6]([C@@H:24]([CH2:28][CH3:29])[CH:25]([OH:27])[CH3:26])[C:5]1=[O:30])C=C.CC[O:34][C:35]([CH3:37])=[O:36]. (5) The reactants are: C[O:2][C:3](=[O:24])[C@@H:4]([N:9]1[CH2:13][C:12]([O:14][C:15]2[CH:20]=[CH:19][C:18]([O:21][CH3:22])=[CH:17][CH:16]=2)=[CH:11][C:10]1=[O:23])[CH2:5][CH:6]([CH3:8])[CH3:7].O.[OH-].[Li+].Cl. Given the product [CH3:22][O:21][C:18]1[CH:17]=[CH:16][C:15]([O:14][C:12]2[CH2:13][N:9]([C@@H:4]([CH2:5][CH:6]([CH3:7])[CH3:8])[C:3]([OH:24])=[O:2])[C:10](=[O:23])[CH:11]=2)=[CH:20][CH:19]=1, predict the reactants needed to synthesize it. (6) Given the product [CH2:23]([N:27]1[C:7]([C:8]2[CH:13]=[CH:12][CH:11]=[CH:10][CH:9]=2)=[CH:6][C:5]([C:4]([O:3][CH2:1][CH3:2])=[O:16])=[N:28]1)[CH:24]([CH3:26])[CH3:25], predict the reactants needed to synthesize it. The reactants are: [CH2:1]([O:3][C:4](=[O:16])/[C:5](/[O-])=[CH:6]/[C:7](=O)[C:8]1[CH:13]=[CH:12][CH:11]=[CH:10][CH:9]=1)[CH3:2].[Li+].S(O)(O)(=O)=O.[CH2:23]([NH:27][NH2:28])[CH:24]([CH3:26])[CH3:25].